This data is from hERG channel blocking data for cardiac toxicity assessment. The task is: Regression/Classification. Given a drug SMILES string, predict its toxicity properties. Task type varies by dataset: regression for continuous values (e.g., LD50, hERG inhibition percentage) or binary classification for toxic/non-toxic outcomes (e.g., AMES mutagenicity, cardiotoxicity, hepatotoxicity). Dataset: herg. (1) The molecule is CCC[C@@H](C)C1(CC)C(=O)NC(=O)NC1=O. The result is 0 (non-blocker). (2) The result is 1 (blocker). The molecule is Fc1ccc2c([C@@H]3C[NH2+]CC[C@H]3F)c(-c3ccsc3)[nH]c2c1.